Dataset: Full USPTO retrosynthesis dataset with 1.9M reactions from patents (1976-2016). Task: Predict the reactants needed to synthesize the given product. (1) Given the product [NH2:23][C:5]1[O:4][CH2:3][C:2]([F:1])([F:24])[C@:7]2([N:6]=1)[C:21]1[C:16](=[CH:17][CH:18]=[C:19]([NH:22][C:33]([C:30]3[CH:29]=[CH:28][C:27]([C:25]#[N:26])=[CH:32][N:31]=3)=[O:34])[CH:20]=1)[O:15][C@:9]1([CH2:14][CH2:13][CH2:12][O:11][CH2:10]1)[CH2:8]2, predict the reactants needed to synthesize it. The reactants are: [F:1][C:2]1([F:24])[C@@:7]2([C:21]3[C:16](=[CH:17][CH:18]=[C:19]([NH2:22])[CH:20]=3)[O:15][C@:9]3([CH2:14][CH2:13][CH2:12][O:11][CH2:10]3)[CH2:8]2)[N:6]=[C:5]([NH2:23])[O:4][CH2:3]1.[C:25]([C:27]1[CH:28]=[CH:29][C:30]([C:33](O)=[O:34])=[N:31][CH:32]=1)#[N:26]. (2) Given the product [F:8][C:9]1[CH:14]=[C:13]([N:15]2[CH:19]=[N:18][N:17]=[N:16]2)[CH:12]=[CH:11][C:10]=1[C:20]1[CH:21]=[CH:22][C:23]2[O:27][C:26]([CH:28]3[CH2:29][CH2:30][N:31]([S:36]([CH3:35])(=[O:38])=[O:37])[CH2:32][CH2:33]3)=[N:25][C:24]=2[CH:34]=1, predict the reactants needed to synthesize it. The reactants are: FC(F)(F)C(O)=O.[F:8][C:9]1[CH:14]=[C:13]([N:15]2[CH:19]=[N:18][N:17]=[N:16]2)[CH:12]=[CH:11][C:10]=1[C:20]1[CH:21]=[CH:22][C:23]2[O:27][C:26]([CH:28]3[CH2:33][CH2:32][NH:31][CH2:30][CH2:29]3)=[N:25][C:24]=2[CH:34]=1.[CH3:35][S:36](Cl)(=[O:38])=[O:37].C(Cl)Cl.O. (3) Given the product [OH:52][C:51]([CH:14]1[S:13]/[C:12](=[N:17]\[C:18]([NH:20][CH2:21][CH2:22][C:23]2[CH:24]=[CH:25][C:26]([C:29]3[N:33]=[CH:32][N:31]([C:34]4[CH:35]=[CH:36][C:37]([O:40][C:41]([F:44])([F:43])[F:42])=[CH:38][CH:39]=4)[N:30]=3)=[CH:27][CH:28]=2)=[O:19])/[N:11]([C:5]2[CH:6]=[C:7]([CH3:10])[CH:8]=[CH:9][C:4]=2[CH:1]([CH3:3])[CH3:2])[C:15]1=[O:16])([CH3:53])[CH3:50], predict the reactants needed to synthesize it. The reactants are: [CH:1]([C:4]1[CH:9]=[CH:8][C:7]([CH3:10])=[CH:6][C:5]=1[N:11]1[C:15](=[O:16])[CH2:14][S:13]/[C:12]/1=[N:17]\[C:18]([NH:20][CH2:21][CH2:22][C:23]1[CH:28]=[CH:27][C:26]([C:29]2[N:33]=[CH:32][N:31]([C:34]3[CH:39]=[CH:38][C:37]([O:40][C:41]([F:44])([F:43])[F:42])=[CH:36][CH:35]=3)[N:30]=2)=[CH:25][CH:24]=1)=[O:19])([CH3:3])[CH3:2].C(=O)(O)[O-].[Na+].[CH3:50][C:51]([CH3:53])=[O:52].